The task is: Predict the reaction yield, written as a fraction of the theoretical maximum amount of product (1.0 means a 100% yield; for example, 0.34 means a 34% yield).. This data is from Reaction yield outcomes from USPTO patents with 853,638 reactions. The reactants are BrCCBr.Cl[Si](C)(C)C.[CH3:10][C:11]([O:14][C:15]([NH:17][C@@H:18]([CH2:28]I)[CH2:19][CH2:20][C:21]([O:23][C:24]([CH3:27])([CH3:26])[CH3:25])=[O:22])=[O:16])([CH3:13])[CH3:12].C1(C)C=CC=CC=1P(C1C=CC=CC=1C)C1C=CC=CC=1C.I[C:53]1[CH:58]=[CH:57][C:56]([C:59]2[N:60]=[C:61]3[C:66]([CH3:67])=[CH:65][CH:64]=[CH:63][N:62]3[CH:68]=2)=[CH:55][CH:54]=1. The catalyst is CN(C=O)C.CCOC(C)=O.[Zn].C1C=CC(/C=C/C(/C=C/C2C=CC=CC=2)=O)=CC=1.C1C=CC(/C=C/C(/C=C/C2C=CC=CC=2)=O)=CC=1.C1C=CC(/C=C/C(/C=C/C2C=CC=CC=2)=O)=CC=1.[Pd].[Pd]. The product is [CH3:10][C:11]([O:14][C:15]([NH:17][C@@H:18]([CH2:28][C:53]1[CH:58]=[CH:57][C:56]([C:59]2[N:60]=[C:61]3[C:66]([CH3:67])=[CH:65][CH:64]=[CH:63][N:62]3[CH:68]=2)=[CH:55][CH:54]=1)[CH2:19][CH2:20][C:21]([O:23][C:24]([CH3:27])([CH3:26])[CH3:25])=[O:22])=[O:16])([CH3:13])[CH3:12]. The yield is 0.900.